Task: Predict the reaction yield, written as a fraction of the theoretical maximum amount of product (1.0 means a 100% yield; for example, 0.34 means a 34% yield).. Dataset: Reaction yield outcomes from USPTO patents with 853,638 reactions (1) The reactants are [CH2:1]([C:5]1[N:6]=[C:7](SC)[NH:8][C:9](=[O:26])[C:10]=1[CH2:11][C:12]1[CH:17]=[CH:16][C:15]([C:18]2[C:19]([C:24]#[N:25])=[CH:20][CH:21]=[CH:22][CH:23]=2)=[CH:14][CH:13]=1)[CH2:2][CH2:3][CH3:4]. The catalyst is [Ni].COCCOCCOC. The product is [CH2:1]([C:5]1[N:6]=[CH:7][NH:8][C:9](=[O:26])[C:10]=1[CH2:11][C:12]1[CH:17]=[CH:16][C:15]([C:18]2[C:19]([C:24]#[N:25])=[CH:20][CH:21]=[CH:22][CH:23]=2)=[CH:14][CH:13]=1)[CH2:2][CH2:3][CH3:4]. The yield is 0.630. (2) The reactants are [Cl:1][C:2]1[CH:21]=[CH:20][C:5]([CH2:6][C:7]2[N:8]=[C:9]([C:14]3[CH:19]=[CH:18][N:17]=[CH:16][CH:15]=3)[S:10][C:11]=2[C:12]#[N:13])=[CH:4][CH:3]=1.[N-:22]=[N+:23]=[N-:24].[Na+].[Cl-].[NH4+]. The catalyst is CN(C=O)C.C(OCC)(=O)C.O. The product is [Cl:1][C:2]1[CH:3]=[CH:4][C:5]([CH2:6][C:7]2[N:8]=[C:9]([C:14]3[CH:19]=[CH:18][N:17]=[CH:16][CH:15]=3)[S:10][C:11]=2[C:12]2[NH:24][N:23]=[N:22][N:13]=2)=[CH:20][CH:21]=1. The yield is 0.0500. (3) The reactants are [Cl:1][C:2]1[N:7]=[C:6](Cl)[CH:5]=[CH:4][N:3]=1.C(N(CC)CC)C.[NH:16]1[CH2:21][CH2:20][O:19][CH2:18][CH2:17]1. The catalyst is C(O)C. The product is [Cl:1][C:2]1[N:7]=[C:6]([N:16]2[CH2:21][CH2:20][O:19][CH2:18][CH2:17]2)[CH:5]=[CH:4][N:3]=1. The yield is 0.900. (4) The reactants are [Cl:1][C:2]1[C:3]([CH3:15])=[C:4]([CH:13]=[CH2:14])[C:5]([O:11][CH3:12])=[C:6]([C:8](=[O:10])[CH3:9])[CH:7]=1.Cl[C:17](Cl)(Cl)[C:18](Cl)=[O:19].P(Cl)(Cl)(Cl)=O. The catalyst is CCOCC.COCCOC.C(O)(=O)C.O.[Cu].[Zn].[Zn]. The product is [C:8]([C:6]1[C:5]([O:11][CH3:12])=[C:4]([CH:13]2[CH2:17][C:18](=[O:19])[CH2:14]2)[C:3]([CH3:15])=[C:2]([Cl:1])[CH:7]=1)(=[O:10])[CH3:9]. The yield is 0.270. (5) The reactants are [CH3:1][C:2]1[C:6]([CH2:7][N:8]2[CH:12]=[C:11]([N:13]3[C:17](=O)[NH:16][NH:15][C:14]3=[O:19])[CH:10]=[N:9]2)=[C:5]([CH3:20])[O:4][N:3]=1.CI.[C:23](=[O:26])([O-])[O-].[Cs+].[Cs+].[C:29](#N)C.CN(C=O)C. The catalyst is Cl. The product is [CH3:1][C:2]1[C:6]([CH2:7][N:8]2[CH:12]=[C:11]([N:13]3[C:14](=[O:19])[N:15]([CH3:29])[N:16]([CH3:17])[C:23]3=[O:26])[CH:10]=[N:9]2)=[C:5]([CH3:20])[O:4][N:3]=1. The yield is 0.800. (6) The reactants are F[C:2]1[N:7]2[CH:8]=[C:9]([CH2:11][N:12]([CH3:23])[CH:13]3[C:18]4=[N:19][CH:20]=[CH:21][CH:22]=[C:17]4[O:16][CH2:15][CH2:14]3)[N:10]=[C:6]2[CH:5]=[CH:4][CH:3]=1.C([N:31]1[CH2:36][CH2:35][NH:34][CH2:33][CH2:32]1)(OC(C)(C)C)=O.CN1CCCC1=O.ClCCl. The catalyst is FC(F)(F)C(O)=O. The product is [CH3:23][N:12]([CH2:11][C:9]1[N:10]=[C:6]2[CH:5]=[CH:4][CH:3]=[C:2]([N:31]3[CH2:36][CH2:35][NH:34][CH2:33][CH2:32]3)[N:7]2[CH:8]=1)[CH:13]1[C:18]2=[N:19][CH:20]=[CH:21][CH:22]=[C:17]2[O:16][CH2:15][CH2:14]1. The yield is 0.360. (7) The reactants are Cl.[C:2]([CH:5]([CH2:11][C:12]1[CH:17]=[CH:16][N:15]=[CH:14][CH:13]=1)C(OCC)=O)(=[O:4])[CH3:3]. No catalyst specified. The product is [N:15]1[CH:16]=[CH:17][C:12]([CH2:11][CH2:5][C:2](=[O:4])[CH3:3])=[CH:13][CH:14]=1. The yield is 0.890. (8) The reactants are [C:1]([C:3]1[CH:8]=[CH:7][CH:6]=[CH:5][C:4]=1[C:9]1[CH:14]=[CH:13][C:12]([C:15](OCC)=O)=[CH:11][C:10]=1[O:20][CH3:21])#[N:2].[BH4-].[Li+].[C:24]([O:27][CH2:28][CH3:29])(=[O:26])[CH3:25].[Cl-].[NH4+]. The catalyst is O1CCCC1. The product is [C:1]([C:3]1[CH:8]=[CH:7][CH:6]=[CH:5][C:4]=1[C:9]1[CH:14]=[CH:13][C:12]([CH2:15][CH:25]([C:10](=[O:20])[CH2:9][CH2:4][CH3:3])[C:24]([O:27][CH2:28][CH3:29])=[O:26])=[CH:11][C:10]=1[O:20][CH3:21])#[N:2]. The yield is 0.850. (9) The yield is 0.520. The reactants are F[C:2]1C=[CH:7][C:6]([N+:9]([O-:11])=[O:10])=[CH:5][C:3]=1N.[C:12](#[N:16])[CH2:13][C:14]#[N:15].[C:17](=O)([O-])[O-].[K+].[K+].O.[CH3:24][N:25]([CH3:28])C=O. The product is [NH2:15][C:14]1[N:25]([CH2:28][CH3:17])[C:24]2[C:2]([C:13]=1[C:12]#[N:16])=[CH:3][CH:5]=[C:6]([N+:9]([O-:11])=[O:10])[CH:7]=2. No catalyst specified.